From a dataset of NCI-60 drug combinations with 297,098 pairs across 59 cell lines. Regression. Given two drug SMILES strings and cell line genomic features, predict the synergy score measuring deviation from expected non-interaction effect. (1) Drug 1: CC1OCC2C(O1)C(C(C(O2)OC3C4COC(=O)C4C(C5=CC6=C(C=C35)OCO6)C7=CC(=C(C(=C7)OC)O)OC)O)O. Drug 2: CN(C)C1=NC(=NC(=N1)N(C)C)N(C)C. Cell line: OVCAR-8. Synergy scores: CSS=29.7, Synergy_ZIP=5.79, Synergy_Bliss=4.89, Synergy_Loewe=-31.0, Synergy_HSA=0.594. (2) Drug 1: C1=CC(=CC=C1CCC2=CNC3=C2C(=O)NC(=N3)N)C(=O)NC(CCC(=O)O)C(=O)O. Drug 2: CCC(=C(C1=CC=CC=C1)C2=CC=C(C=C2)OCCN(C)C)C3=CC=CC=C3.C(C(=O)O)C(CC(=O)O)(C(=O)O)O. Cell line: HS 578T. Synergy scores: CSS=9.80, Synergy_ZIP=-2.58, Synergy_Bliss=-5.48, Synergy_Loewe=-15.9, Synergy_HSA=-7.26. (3) Drug 1: CC12CCC(CC1=CCC3C2CCC4(C3CC=C4C5=CN=CC=C5)C)O. Drug 2: C1=CC=C(C(=C1)C(C2=CC=C(C=C2)Cl)C(Cl)Cl)Cl. Cell line: MDA-MB-435. Synergy scores: CSS=9.71, Synergy_ZIP=-0.661, Synergy_Bliss=4.57, Synergy_Loewe=0.216, Synergy_HSA=3.08.